Task: Regression. Given two drug SMILES strings and cell line genomic features, predict the synergy score measuring deviation from expected non-interaction effect.. Dataset: Merck oncology drug combination screen with 23,052 pairs across 39 cell lines (1) Cell line: NCIH460. Synergy scores: synergy=-1.32. Drug 2: O=P1(N(CCCl)CCCl)NCCCO1. Drug 1: CN1C(=O)C=CC2(C)C3CCC4(C)C(NC(=O)OCC(F)(F)F)CCC4C3CCC12. (2) Drug 1: CC1CC2C3CCC4=CC(=O)C=CC4(C)C3(F)C(O)CC2(C)C1(O)C(=O)CO. Drug 2: CCc1cnn2c(NCc3ccc[n+]([O-])c3)cc(N3CCCCC3CCO)nc12. Cell line: NCIH460. Synergy scores: synergy=-0.274. (3) Drug 1: CS(=O)(=O)CCNCc1ccc(-c2ccc3ncnc(Nc4ccc(OCc5cccc(F)c5)c(Cl)c4)c3c2)o1. Drug 2: NC1(c2ccc(-c3nc4ccn5c(=O)[nH]nc5c4cc3-c3ccccc3)cc2)CCC1. Cell line: LOVO. Synergy scores: synergy=36.4.